From a dataset of Catalyst prediction with 721,799 reactions and 888 catalyst types from USPTO. Predict which catalyst facilitates the given reaction. (1) Reactant: [CH3:1][O:2][C:3]1[N:8]=[C:7]([C:9]2[CH:10]=[C:11]([CH:14]=[CH:15][CH:16]=2)[C:12]#[N:13])[CH:6]=[C:5]([NH:17][CH2:18][CH2:19][C:20]2[CH:25]=[CH:24][C:23]([O:26][CH3:27])=[CH:22][CH:21]=2)[N:4]=1.C[Si]([N:32]=[N+:33]=[N-:34])(C)C.C([Sn](=O)CCCC)CCC. Product: [CH3:27][O:26][C:23]1[CH:22]=[CH:21][C:20]([CH2:19][CH2:18][NH:17][C:5]2[CH:6]=[C:7]([C:9]3[CH:16]=[CH:15][CH:14]=[C:11]([C:12]4[NH:34][N:33]=[N:32][N:13]=4)[CH:10]=3)[N:8]=[C:3]([O:2][CH3:1])[N:4]=2)=[CH:25][CH:24]=1. The catalyst class is: 11. (2) Reactant: [F:1][C:2]1[C:7]2[N:8]=[CH:9][S:10][C:6]=2[CH:5]=[C:4]([C:11]([O:13][CH3:14])=[O:12])[C:3]=1[NH:15][C:16]1[CH:21]=[CH:20][CH:19]=[CH:18][C:17]=1[F:22].C1C(=O)N([I:30])C(=O)C1.FC(F)(F)C(O)=O.[NH4+].[Cl-]. Product: [F:1][C:2]1[C:7]2[N:8]=[CH:9][S:10][C:6]=2[CH:5]=[C:4]([C:11]([O:13][CH3:14])=[O:12])[C:3]=1[NH:15][C:16]1[CH:21]=[CH:20][C:19]([I:30])=[CH:18][C:17]=1[F:22]. The catalyst class is: 3.